From a dataset of Reaction yield outcomes from USPTO patents with 853,638 reactions. Predict the reaction yield, written as a fraction of the theoretical maximum amount of product (1.0 means a 100% yield; for example, 0.34 means a 34% yield). (1) The reactants are [NH:1]1[C:5]2[CH:6]=[CH:7][CH:8]=[CH:9][C:4]=2[N:3]=[C:2]1[CH2:10][N:11]([CH2:22][C:23]1[CH:30]=[CH:29][C:26]([CH:27]=O)=[CH:25][CH:24]=1)[CH:12]1[C:21]2[N:20]=[CH:19][CH:18]=[CH:17][C:16]=2[CH2:15][CH2:14][CH2:13]1.[BH3-][C:32]#[N:33].[Na+]. The catalyst is CO. The product is [NH:1]1[C:5]2[CH:6]=[CH:7][CH:8]=[CH:9][C:4]=2[N:3]=[C:2]1[CH2:10][N:11]([CH2:22][C:23]1[CH:30]=[CH:29][C:26]([CH2:27][NH:3][C:2]2[NH:1][CH:5]=[CH:32][N:33]=2)=[CH:25][CH:24]=1)[CH:12]1[C:21]2[N:20]=[CH:19][CH:18]=[CH:17][C:16]=2[CH2:15][CH2:14][CH2:13]1. The yield is 0.100. (2) The reactants are [NH:1]1[C:9]2[C:4](=[CH:5][CH:6]=[CH:7][CH:8]=2)[C:3]([CH2:10][CH2:11][C:12]([OH:14])=[O:13])=[CH:2]1.Cl.[CH3:16]O. No catalyst specified. The product is [NH:1]1[C:9]2[C:4](=[CH:5][CH:6]=[CH:7][CH:8]=2)[C:3]([CH2:10][CH2:11][C:12]([O:14][CH3:16])=[O:13])=[CH:2]1. The yield is 1.00. (3) The reactants are [N:1]1[CH:6]=[CH:5][C:4]([N:7]2[CH2:16][CH2:15][CH:10]([C:11](OC)=[O:12])[CH2:9][CH2:8]2)=[CH:3][CH:2]=1.[H-].[Al+3].[Li+].[H-].[H-].[H-]. The catalyst is O1CCCC1. The product is [N:1]1[CH:6]=[CH:5][C:4]([N:7]2[CH2:8][CH2:9][CH:10]([CH2:11][OH:12])[CH2:15][CH2:16]2)=[CH:3][CH:2]=1. The yield is 0.680. (4) The reactants are [NH2:1][C:2]1[CH:28]=[CH:27][C:5]([CH2:6][C@H:7]2[CH2:11][CH2:10][C@H:9]([C@H:12]([OH:19])[C:13]3[CH:18]=[CH:17][CH:16]=[CH:15][CH:14]=3)[N:8]2[C:20]([O:22][C:23]([CH3:26])([CH3:25])[CH3:24])=[O:21])=[CH:4][C:3]=1[Br:29].[NH2:30][C:31]1[S:32][CH:33]=[C:34]([CH2:36][C:37](O)=[O:38])[N:35]=1.C1C=CC2N(O)N=NC=2C=1.CCN(C(C)C)C(C)C. The catalyst is CN(C=O)C.C(Cl)CCl. The product is [NH2:30][C:31]1[S:32][CH:33]=[C:34]([CH2:36][C:37]([NH:1][C:2]2[CH:28]=[CH:27][C:5]([CH2:6][C@H:7]3[CH2:11][CH2:10][C@H:9]([C@H:12]([OH:19])[C:13]4[CH:18]=[CH:17][CH:16]=[CH:15][CH:14]=4)[N:8]3[C:20]([O:22][C:23]([CH3:24])([CH3:25])[CH3:26])=[O:21])=[CH:4][C:3]=2[Br:29])=[O:38])[N:35]=1. The yield is 0.810. (5) The reactants are [C:1]([O:5][C:6](=[O:22])[C:7]([S:10][C:11]1[CH:20]=[CH:19][C:18]2[CH2:17][CH:16]([NH2:21])[CH2:15][CH2:14][C:13]=2[CH:12]=1)([CH3:9])[CH3:8])([CH3:4])([CH3:3])[CH3:2].CCN(C(C)C)C(C)C.[C:32](Cl)(=[O:34])[CH3:33]. The catalyst is C(Cl)Cl. The product is [C:1]([O:5][C:6](=[O:22])[C:7]([S:10][C:11]1[CH:20]=[CH:19][C:18]2[CH2:17][CH:16]([NH:21][C:32](=[O:34])[CH3:33])[CH2:15][CH2:14][C:13]=2[CH:12]=1)([CH3:9])[CH3:8])([CH3:2])([CH3:3])[CH3:4]. The yield is 0.320. (6) The reactants are C[O:2][C:3]1[CH2:12][C:11]2[C:10]([N:13]3[CH2:18][CH2:17][N:16]([CH2:19][CH2:20][CH2:21][CH2:22][O:23][C:24]4[N:33]=[C:32]5[C:27]([CH:28]=[CH:29][C:30](=[O:34])[NH:31]5)=[CH:26][CH:25]=4)[CH2:15][CH2:14]3)=[CH:9][CH:8]=[CH:7][C:6]=2[CH2:5][CH:4]=1.Cl. The catalyst is C(O)C.O1CCCC1. The product is [O:2]=[C:3]1[CH2:12][C:11]2[C:10]([N:13]3[CH2:14][CH2:15][N:16]([CH2:19][CH2:20][CH2:21][CH2:22][O:23][C:24]4[N:33]=[C:32]5[C:27]([CH:28]=[CH:29][C:30](=[O:34])[NH:31]5)=[CH:26][CH:25]=4)[CH2:17][CH2:18]3)=[CH:9][CH:8]=[CH:7][C:6]=2[CH2:5][CH2:4]1. The yield is 0.750. (7) The reactants are [Br:1][C:2]1[CH:3]=[N:4][N:5]([CH3:20])[C:6]=1[C:7]1[CH:12]=[C:11]([N+:13]([O-])=O)[CH:10]=[CH:9][C:8]=1[O:16][CH:17]([CH3:19])[CH3:18].O.O.Cl[Sn]Cl. No catalyst specified. The product is [Br:1][C:2]1[CH:3]=[N:4][N:5]([CH3:20])[C:6]=1[C:7]1[CH:12]=[C:11]([NH2:13])[CH:10]=[CH:9][C:8]=1[O:16][CH:17]([CH3:18])[CH3:19]. The yield is 0.500.